From a dataset of Full USPTO retrosynthesis dataset with 1.9M reactions from patents (1976-2016). Predict the reactants needed to synthesize the given product. (1) Given the product [CH3:21][O:20][C:19]1[CH:18]=[C:17]([CH:25]=[CH:24][C:22]=1[O:8][CH2:7][C:6]1[C:2]([CH3:1])=[N:3][N:4]([C:9]2[CH:14]=[CH:13][CH:12]=[CH:11][N:10]=2)[CH:5]=1)[CH:16]=[O:15], predict the reactants needed to synthesize it. The reactants are: [CH3:1][C:2]1[C:6]([CH2:7][OH:8])=[CH:5][N:4]([C:9]2[CH:14]=[CH:13][CH:12]=[CH:11][N:10]=2)[N:3]=1.[O:15]=[CH:16][C:17]1[CH:25]=[CH:24][C:22](O)=[C:19]([O:20][CH3:21])[CH:18]=1.C(P(CCCC)CCCC)CCC.N(C(N1CCCCC1)=O)=NC(N1CCCCC1)=O. (2) Given the product [C:25]([O:24][C:22](=[O:23])[NH:21][C:15](=[N:14][C:13]([O:12][C:8]([CH3:11])([CH3:10])[CH3:9])=[O:29])[N:5]1[CH2:6][CH2:7][CH:2]([OH:1])[CH2:3][CH2:4]1)([CH3:28])([CH3:27])[CH3:26], predict the reactants needed to synthesize it. The reactants are: [OH:1][CH:2]1[CH2:7][CH2:6][NH:5][CH2:4][CH2:3]1.[C:8]([O:12][C:13](=[O:29])[NH:14][C:15](=[N:21][C:22]([O:24][C:25]([CH3:28])([CH3:27])[CH3:26])=[O:23])N1C=CC=N1)([CH3:11])([CH3:10])[CH3:9]. (3) The reactants are: [Br:1][C:2]1[CH:7]=[C:6]([CH2:8][C:9]2[CH:14]=[CH:13][C:12]([O:15][CH2:16][CH3:17])=[CH:11][CH:10]=2)[C:5]([Cl:18])=[CH:4][C:3]=1[CH2:19][CH2:20][CH2:21][OH:22].[H-].[Na+].Br[CH2:26][C:27]#[C:28][CH3:29]. Given the product [Br:1][C:2]1[CH:7]=[C:6]([CH2:8][C:9]2[CH:10]=[CH:11][C:12]([O:15][CH2:16][CH3:17])=[CH:13][CH:14]=2)[C:5]([Cl:18])=[CH:4][C:3]=1[CH2:19][CH2:20][CH2:21][O:22][CH2:26][C:27]#[C:28][CH3:29], predict the reactants needed to synthesize it. (4) Given the product [CH3:1][C:2]1[S:3][C:4]([CH3:34])=[C:5]([CH2:23][C:24]2[CH:25]=[CH:26][C:27]([C:30]([F:32])([F:31])[F:33])=[CH:28][CH:29]=2)[C:6]=1[C:7]([NH:9][C:10]1([C:13]2[CH:22]=[CH:21][C:16]([C:17]([OH:19])=[O:18])=[CH:15][CH:14]=2)[CH2:12][CH2:11]1)=[O:8], predict the reactants needed to synthesize it. The reactants are: [CH3:1][C:2]1[S:3][C:4]([CH3:34])=[C:5]([CH2:23][C:24]2[CH:29]=[CH:28][C:27]([C:30]([F:33])([F:32])[F:31])=[CH:26][CH:25]=2)[C:6]=1[C:7]([NH:9][C:10]1([C:13]2[CH:22]=[CH:21][C:16]([C:17]([O:19]C)=[O:18])=[CH:15][CH:14]=2)[CH2:12][CH2:11]1)=[O:8]. (5) Given the product [CH3:1][O:2][C:3](=[O:25])[CH2:4][C:5]1[C:14]([CH3:15])=[C:13]([CH2:34][C:35]2[CH:40]=[CH:39][C:38]([CH3:41])=[CH:37][CH:36]=2)[C:12]2[C:7](=[CH:8][CH:9]=[C:10]([F:24])[CH:11]=2)[CH:6]=1, predict the reactants needed to synthesize it. The reactants are: [CH3:1][O:2][C:3](=[O:25])[CH2:4][C:5]1[C:14]([CH3:15])=[C:13](OS(C(F)(F)F)(=O)=O)[C:12]2[C:7](=[CH:8][CH:9]=[C:10]([F:24])[CH:11]=2)[CH:6]=1.CC1(C)C(C)(C)OB([CH2:34][C:35]2[CH:40]=[CH:39][C:38]([CH3:41])=[CH:37][CH:36]=2)O1.C1(P(C2CCCCC2)C2C=CC=CC=2C2C(OC)=CC=CC=2OC)CCCCC1.P([O-])([O-])([O-])=O.[K+].[K+].[K+].